Dataset: NCI-60 drug combinations with 297,098 pairs across 59 cell lines. Task: Regression. Given two drug SMILES strings and cell line genomic features, predict the synergy score measuring deviation from expected non-interaction effect. (1) Cell line: NCI-H322M. Drug 2: C1=NC2=C(N=C(N=C2N1C3C(C(C(O3)CO)O)O)F)N. Synergy scores: CSS=-1.21, Synergy_ZIP=1.20, Synergy_Bliss=0.776, Synergy_Loewe=-1.96, Synergy_HSA=-2.11. Drug 1: CC12CCC(CC1=CCC3C2CCC4(C3CC=C4C5=CN=CC=C5)C)O. (2) Drug 1: CCCS(=O)(=O)NC1=C(C(=C(C=C1)F)C(=O)C2=CNC3=C2C=C(C=N3)C4=CC=C(C=C4)Cl)F. Drug 2: CC(C)CN1C=NC2=C1C3=CC=CC=C3N=C2N. Cell line: CAKI-1. Synergy scores: CSS=-1.82, Synergy_ZIP=-2.21, Synergy_Bliss=-7.37, Synergy_Loewe=-7.17, Synergy_HSA=-7.68. (3) Drug 1: COC1=C(C=C2C(=C1)N=CN=C2NC3=CC(=C(C=C3)F)Cl)OCCCN4CCOCC4. Drug 2: C1=NC(=NC(=O)N1C2C(C(C(O2)CO)O)O)N. Cell line: HCT116. Synergy scores: CSS=23.3, Synergy_ZIP=-5.85, Synergy_Bliss=3.00, Synergy_Loewe=-2.36, Synergy_HSA=5.93. (4) Drug 1: C1CC(=O)NC(=O)C1N2CC3=C(C2=O)C=CC=C3N. Drug 2: C1=CC(=CC=C1C#N)C(C2=CC=C(C=C2)C#N)N3C=NC=N3. Cell line: OVCAR3. Synergy scores: CSS=0.608, Synergy_ZIP=-0.853, Synergy_Bliss=-1.54, Synergy_Loewe=-0.170, Synergy_HSA=-1.28. (5) Drug 1: CC1=CC2C(CCC3(C2CCC3(C(=O)C)OC(=O)C)C)C4(C1=CC(=O)CC4)C. Drug 2: CCCCC(=O)OCC(=O)C1(CC(C2=C(C1)C(=C3C(=C2O)C(=O)C4=C(C3=O)C=CC=C4OC)O)OC5CC(C(C(O5)C)O)NC(=O)C(F)(F)F)O. Cell line: SN12C. Synergy scores: CSS=4.29, Synergy_ZIP=-2.46, Synergy_Bliss=-0.872, Synergy_Loewe=-1.78, Synergy_HSA=1.31. (6) Drug 1: CNC(=O)C1=CC=CC=C1SC2=CC3=C(C=C2)C(=NN3)C=CC4=CC=CC=N4. Drug 2: CC1=C(N=C(N=C1N)C(CC(=O)N)NCC(C(=O)N)N)C(=O)NC(C(C2=CN=CN2)OC3C(C(C(C(O3)CO)O)O)OC4C(C(C(C(O4)CO)O)OC(=O)N)O)C(=O)NC(C)C(C(C)C(=O)NC(C(C)O)C(=O)NCCC5=NC(=CS5)C6=NC(=CS6)C(=O)NCCC[S+](C)C)O. Cell line: MALME-3M. Synergy scores: CSS=0.772, Synergy_ZIP=3.26, Synergy_Bliss=-2.89, Synergy_Loewe=-4.73, Synergy_HSA=-3.32. (7) Drug 1: COC1=CC(=CC(=C1O)OC)C2C3C(COC3=O)C(C4=CC5=C(C=C24)OCO5)OC6C(C(C7C(O6)COC(O7)C8=CC=CS8)O)O. Drug 2: C(=O)(N)NO. Cell line: T-47D. Synergy scores: CSS=43.7, Synergy_ZIP=10.3, Synergy_Bliss=10.3, Synergy_Loewe=-71.0, Synergy_HSA=9.31.